This data is from Catalyst prediction with 721,799 reactions and 888 catalyst types from USPTO. The task is: Predict which catalyst facilitates the given reaction. (1) Reactant: [Br:1][C:2]1[CH:7]=[CH:6][C:5]([CH:8]([CH3:12])[C:9](O)=[O:10])=[CH:4][CH:3]=1.C([N:15](CC)CC)C.ClC(OCC(C)C)=O. Product: [Br:1][C:2]1[CH:7]=[CH:6][C:5]([CH:8]([CH3:12])[C:9]([NH2:15])=[O:10])=[CH:4][CH:3]=1. The catalyst class is: 22. (2) Reactant: [Br:1][C:2]1[CH:6]=[CH:5][S:4][CH:3]=1.[OH:7][S:8]([Cl:11])(=O)=[O:9]. Product: [Br:1][C:2]1[CH:6]=[CH:5][S:4][C:3]=1[S:8]([Cl:11])(=[O:9])=[O:7]. The catalyst class is: 4. (3) Reactant: [Cl:1][C:2]1[CH:3]=[C:4]2[C:9](=[CH:10][CH:11]=1)[N:8]=[CH:7][C:6]([OH:12])=[CH:5]2.[H-].[Na+].I[CH2:16][CH3:17].CN(C=O)C. Product: [Cl:1][C:2]1[CH:3]=[C:4]2[C:9](=[CH:10][CH:11]=1)[N:8]=[CH:7][C:6]([O:12][CH2:16][CH3:17])=[CH:5]2. The catalyst class is: 1. (4) Product: [ClH:1].[C:2]([C:4]1[CH:5]=[C:6]([NH:10][CH:11]([C:29]2[CH:34]=[CH:33][CH:32]=[CH:31][C:30]=2[F:35])[C:12]([NH:14][C:15]2[CH:20]=[CH:19][C:18]([N:21]3[CH2:26][CH2:25][CH2:24][CH2:23][C:22]3=[O:27])=[C:17]([CH3:28])[CH:16]=2)=[O:13])[CH:7]=[CH:8][CH:9]=1)#[N:3]. Reactant: [ClH:1].[C:2]([C:4]1[CH:5]=[C:6]([NH:10][CH:11]([C:29]2[CH:34]=[CH:33][CH:32]=[CH:31][C:30]=2[F:35])[C:12]([NH:14][C:15]2[CH:20]=[CH:19][C:18]([N:21]3[CH2:26][CH2:25][CH2:24][CH2:23][C:22]3=[O:27])=[C:17]([CH3:28])[CH:16]=2)=[O:13])[CH:7]=[CH:8][CH:9]=1)#[N:3]. The catalyst class is: 41. (5) Reactant: [C:1]1([C:12]2[CH:17]=[CH:16][CH:15]=[CH:14][CH:13]=2)[CH:6]=[CH:5][C:4]([O:7][CH2:8][C:9](O)=[O:10])=[CH:3][CH:2]=1.O=S(Cl)[Cl:20]. Product: [C:1]1([C:12]2[CH:17]=[CH:16][CH:15]=[CH:14][CH:13]=2)[CH:6]=[CH:5][C:4]([O:7][CH2:8][C:9]([Cl:20])=[O:10])=[CH:3][CH:2]=1. The catalyst class is: 4. (6) The catalyst class is: 65. Reactant: [N+:1]([C:4]1[CH:12]=[CH:11][C:10]([O:13][C:14]([F:17])([F:16])[F:15])=[CH:9][C:5]=1[C:6]([OH:8])=[O:7])([O-:3])=[O:2].C1C(=O)N([Br:25])C(=O)C1. Product: [Br:25][C:11]1[C:10]([O:13][C:14]([F:15])([F:16])[F:17])=[CH:9][C:5]([C:6]([OH:8])=[O:7])=[C:4]([N+:1]([O-:3])=[O:2])[CH:12]=1.